This data is from Full USPTO retrosynthesis dataset with 1.9M reactions from patents (1976-2016). The task is: Predict the reactants needed to synthesize the given product. (1) Given the product [CH3:1][C:2]1([CH3:25])[CH2:11][CH2:10][C:9]([CH3:12])([CH3:13])[C:8]2[CH:7]=[C:6]([C:14]3[CH:18]=[C:17]([CH:19]4[CH2:24][CH2:23][N:22]([CH2:31][CH2:30][CH2:29][CH2:28][CH2:27][OH:26])[CH2:21][CH2:20]4)[O:16][N:15]=3)[CH:5]=[CH:4][C:3]1=2, predict the reactants needed to synthesize it. The reactants are: [CH3:1][C:2]1([CH3:25])[CH2:11][CH2:10][C:9]([CH3:13])([CH3:12])[C:8]2[CH:7]=[C:6]([C:14]3[CH:18]=[C:17]([CH:19]4[CH2:24][CH2:23][NH:22][CH2:21][CH2:20]4)[O:16][N:15]=3)[CH:5]=[CH:4][C:3]1=2.[OH:26][CH2:27][CH2:28][CH2:29][CH2:30][CH:31]=O. (2) The reactants are: C[O:2][C:3](=[O:22])[CH2:4][CH2:5][C:6]1[CH:11]=[CH:10][C:9]([O:12][C:13]2[CH:18]=[CH:17][CH:16]=[C:15](Br)[C:14]=2[CH3:20])=[CH:8][C:7]=1[CH3:21].[Cl:23][C:24]1[CH:29]=[CH:28][C:27]([OH:30])=[C:26]([O:31][C:32]2[CH:37]=[CH:36][CH:35]=[CH:34][CH:33]=2)[CH:25]=1. Given the product [Cl:23][C:24]1[CH:29]=[CH:28][C:27]([O:30][C:15]2[C:14]([CH3:20])=[C:13]([CH:18]=[CH:17][CH:16]=2)[O:12][C:9]2[CH:10]=[CH:11][C:6]([CH2:5][CH2:4][C:3]([OH:2])=[O:22])=[C:7]([CH3:21])[CH:8]=2)=[C:26]([O:31][C:32]2[CH:37]=[CH:36][CH:35]=[CH:34][CH:33]=2)[CH:25]=1, predict the reactants needed to synthesize it.